Dataset: Reaction yield outcomes from USPTO patents with 853,638 reactions. Task: Predict the reaction yield, written as a fraction of the theoretical maximum amount of product (1.0 means a 100% yield; for example, 0.34 means a 34% yield). (1) The reactants are C([O:8][C:9]1[CH:24]=[CH:23][C:22]([C:25](=[O:41])[CH2:26][O:27][C:28]([O:30][C:31]2[CH:36]=[CH:35][C:34]([C:37]([CH3:40])([CH3:39])[CH3:38])=[CH:33][CH:32]=2)=[O:29])=[CH:21][C:10]=1[C:11]([O:13]CC1C=CC=CC=1)=[O:12])C1C=CC=CC=1.[H][H]. The catalyst is [Pd].C(OCC)(=O)C. The product is [C:37]([C:34]1[CH:33]=[CH:32][C:31]([O:30][C:28]([O:27][CH2:26][C:25]([C:22]2[CH:23]=[CH:24][C:9]([OH:8])=[C:10]([CH:21]=2)[C:11]([OH:13])=[O:12])=[O:41])=[O:29])=[CH:36][CH:35]=1)([CH3:40])([CH3:38])[CH3:39]. The yield is 1.00. (2) The yield is 0.820. The catalyst is C(Cl)Cl.[O-]S([O-])(=S)=O.[Na+].[Na+].C([O-])(O)=O.[Na+]. The product is [O:1]([CH2:8][CH2:9][CH2:10][CH2:11][CH2:12][CH2:13][C:14]([C:16]1[O:17][C:18]([CH3:21])=[N:19][N:20]=1)=[O:15])[C:2]1[CH:3]=[CH:4][CH:5]=[CH:6][CH:7]=1. The reactants are [O:1]([CH2:8][CH2:9][CH2:10][CH2:11][CH2:12][CH2:13][CH:14]([C:16]1[O:17][C:18]([CH3:21])=[N:19][N:20]=1)[OH:15])[C:2]1[CH:7]=[CH:6][CH:5]=[CH:4][CH:3]=1.CC(OI1(OC(C)=O)(OC(C)=O)OC(=O)C2C=CC=CC1=2)=O. (3) The reactants are [F:1][C:2]1[CH:7]=[C:6]([O:8][C:9]2[C:10]3[N:17]([CH3:18])[CH:16]=[CH:15][C:11]=3[N:12]=[CH:13][N:14]=2)[CH:5]=[CH:4][C:3]=1[NH:19][C:20]([NH:22][C:23]1[CH:28]=[CH:27][CH:26]=[C:25]([C:29]([F:32])([F:31])[F:30])[CH:24]=1)=[O:21].BrBr.S([O-])([O-])(=[O:37])=S.[Na+].[Na+]. The catalyst is C(O)(C)(C)C.O.O. The product is [F:1][C:2]1[CH:7]=[C:6]([O:8][C:9]2[C:10]3[N:17]([CH3:18])[C:16]([OH:37])=[CH:15][C:11]=3[N:12]=[CH:13][N:14]=2)[CH:5]=[CH:4][C:3]=1[NH:19][C:20]([NH:22][C:23]1[CH:28]=[CH:27][CH:26]=[C:25]([C:29]([F:30])([F:32])[F:31])[CH:24]=1)=[O:21]. The yield is 0.370. (4) The reactants are [N:1]12[CH2:8][CH2:7][CH:4]([CH2:5][CH2:6]1)[C@@H:3]([O:9][C:10]1[N:15]=[N:14][C:13]([C:16]3[CH:21]=[CH:20][C:19]([NH2:22])=[C:18]([N+:23]([O-])=O)[CH:17]=3)=[CH:12][CH:11]=1)[CH2:2]2. The catalyst is CCO.[Pd]. The product is [N:1]12[CH2:8][CH2:7][CH:4]([CH2:5][CH2:6]1)[C@@H:3]([O:9][C:10]1[N:15]=[N:14][C:13]([C:16]3[CH:17]=[C:18]([NH2:23])[C:19]([NH2:22])=[CH:20][CH:21]=3)=[CH:12][CH:11]=1)[CH2:2]2. The yield is 0.980. (5) The reactants are Cl[C:2]1[CH:7]=[C:6]([C:8]2[N:9]=[C:10]([N:18]3[CH2:23][CH2:22][CH:21]([C:24]([NH2:26])=[O:25])[CH2:20][CH2:19]3)[C:11]3[C:16]([CH:17]=2)=[CH:15][N:14]=[CH:13][CH:12]=3)[CH:5]=[CH:4][N:3]=1.[CH3:27][N:28]1[CH:32]=[CH:31][C:30]([NH2:33])=[N:29]1.C(=O)([O-])[O-].[Cs+].[Cs+]. The catalyst is CN1CCCC1=O.C(P(C(C)(C)C)C(C)(C)C)(C)(C)C.C(P(C(C)(C)C)C(C)(C)C)(C)(C)C.C(P(C(C)(C)C)C(C)(C)C)(C)(C)C.[Pd]. The product is [CH3:27][N:28]1[CH:32]=[CH:31][C:30]([NH:33][C:2]2[CH:7]=[C:6]([C:8]3[N:9]=[C:10]([N:18]4[CH2:23][CH2:22][CH:21]([C:24]([NH2:26])=[O:25])[CH2:20][CH2:19]4)[C:11]4[C:16]([CH:17]=3)=[CH:15][N:14]=[CH:13][CH:12]=4)[CH:5]=[CH:4][N:3]=2)=[N:29]1. The yield is 0.170. (6) The reactants are [C:1](Cl)(=[O:6])[CH2:2][CH2:3][CH:4]=[CH2:5].[O-:8][C:9]1[CH:14]=[CH:13][CH:12]=[CH:11][CH:10]=1.[Na+].O. The catalyst is C1COCC1. The product is [C:1]([O:8][C:9]1[CH:14]=[CH:13][CH:12]=[CH:11][CH:10]=1)(=[O:6])[CH2:2][CH2:3][CH:4]=[CH2:5]. The yield is 0.900. (7) The reactants are [H-].[Na+].[O:3]=[C:4]1[C:8]2([CH2:13][CH2:12][N:11]([C:14]([O:16][CH2:17][C:18]3[CH:23]=[CH:22][CH:21]=[CH:20][CH:19]=3)=[O:15])[CH2:10][CH2:9]2)[N:7]([C:24]2[CH:29]=[CH:28][CH:27]=[CH:26][CH:25]=2)[CH2:6][NH:5]1.Br[CH2:31][C:32]1[CH:44]=[CH:43][C:35]([C:36]([O:38][C:39]([CH3:42])([CH3:41])[CH3:40])=[O:37])=[CH:34][CH:33]=1. The catalyst is CN(C)C=O. The product is [C:39]([O:38][C:36]([C:35]1[CH:43]=[CH:44][C:32]([CH2:31][N:5]2[C:4](=[O:3])[C:8]3([CH2:9][CH2:10][N:11]([C:14]([O:16][CH2:17][C:18]4[CH:19]=[CH:20][CH:21]=[CH:22][CH:23]=4)=[O:15])[CH2:12][CH2:13]3)[N:7]([C:24]3[CH:29]=[CH:28][CH:27]=[CH:26][CH:25]=3)[CH2:6]2)=[CH:33][CH:34]=1)=[O:37])([CH3:42])([CH3:40])[CH3:41]. The yield is 0.820.